Task: Regression/Classification. Given a drug SMILES string, predict its absorption, distribution, metabolism, or excretion properties. Task type varies by dataset: regression for continuous measurements (e.g., permeability, clearance, half-life) or binary classification for categorical outcomes (e.g., BBB penetration, CYP inhibition). Dataset: cyp3a4_veith.. Dataset: CYP3A4 inhibition data for predicting drug metabolism from PubChem BioAssay The compound is Cc1cc(C)n(-c2ccc(Cl)c(C(=O)O)n2)n1. The result is 0 (non-inhibitor).